This data is from Forward reaction prediction with 1.9M reactions from USPTO patents (1976-2016). The task is: Predict the product of the given reaction. (1) Given the reactants [Cl:1][C:2]1[N:7]=[C:6]([N:8]([CH3:13])[CH2:9][CH2:10][CH2:11][OH:12])[C:5]([F:14])=[CH:4][N:3]=1.O[C:16]1[CH:17]=[C:18]2[C:22](=[CH:23][CH:24]=1)[N:21]([CH2:25][C:26]([O:28][CH3:29])=[O:27])[CH:20]=[CH:19]2.C1(P(C2C=CC=CC=2)C2C=CC=CC=2)C=CC=CC=1.N(C(N1CCCCC1)=O)=NC(N1CCCCC1)=O, predict the reaction product. The product is: [Cl:1][C:2]1[N:7]=[C:6]([N:8]([CH3:13])[CH2:9][CH2:10][CH2:11][O:12][C:16]2[CH:17]=[C:18]3[C:22](=[CH:23][CH:24]=2)[N:21]([CH2:25][C:26]([O:28][CH3:29])=[O:27])[CH:20]=[CH:19]3)[C:5]([F:14])=[CH:4][N:3]=1. (2) Given the reactants [F:1][C:2]1[CH:3]=[C:4]2[C:8](=[CH:9][CH:10]=1)[NH:7][C:6](=[O:11])/[C:5]/2=[CH:12]\[C:13]1[NH:22][C:21]2[CH2:20][CH2:19][CH2:18][N:17]([CH2:23][C@H:24]([OH:32])[CH2:25][N:26]3[CH2:31][CH2:30][O:29][CH2:28][CH2:27]3)[C:16](=[O:33])[C:15]=2[C:14]=1[CH3:34].[C:35]([OH:42])(=[O:41])/[CH:36]=[CH:37]\[C:38]([OH:40])=[O:39], predict the reaction product. The product is: [C:35]([OH:42])(=[O:41])/[CH:36]=[CH:37]\[C:38]([OH:40])=[O:39].[F:1][C:2]1[CH:3]=[C:4]2[C:8](=[CH:9][CH:10]=1)[NH:7][C:6](=[O:11])/[C:5]/2=[CH:12]\[C:13]1[NH:22][C:21]2[CH2:20][CH2:19][CH2:18][N:17]([CH2:23][C@H:24]([OH:32])[CH2:25][N:26]3[CH2:27][CH2:28][O:29][CH2:30][CH2:31]3)[C:16](=[O:33])[C:15]=2[C:14]=1[CH3:34]. (3) Given the reactants COC1C=CC(C2CCC3C(=CC=C(OC)C=3)C2)=C(N)C=1.BrC1C=CC(OCCN(C(C)C)C(C)C)=C(F)C=1.[CH:40]([N:43]([CH:75]([CH3:77])[CH3:76])[CH2:44][CH2:45][O:46][C:47]1[CH:52]=[CH:51][C:50]([NH:53][C:54]2[CH:59]=[C:58]([O:60]C)[CH:57]=[CH:56][C:55]=2[CH:62]2[CH2:71][CH2:70][C:69]3[C:64](=[CH:65][CH:66]=[C:67]([O:72]C)[CH:68]=3)[CH2:63]2)=[CH:49][C:48]=1[F:74])([CH3:42])[CH3:41], predict the reaction product. The product is: [CH:75]([N:43]([CH:40]([CH3:42])[CH3:41])[CH2:44][CH2:45][O:46][C:47]1[CH:52]=[CH:51][C:50]([NH:53][C:54]2[CH:59]=[C:58]([OH:60])[CH:57]=[CH:56][C:55]=2[CH:62]2[CH2:71][CH2:70][C:69]3[CH:68]=[C:67]([OH:72])[CH:66]=[CH:65][C:64]=3[CH2:63]2)=[CH:49][C:48]=1[F:74])([CH3:76])[CH3:77].